Predict the reactants needed to synthesize the given product. From a dataset of Full USPTO retrosynthesis dataset with 1.9M reactions from patents (1976-2016). (1) The reactants are: C([O:5][C:6](=[O:46])[C:7]1[CH:12]=[CH:11][CH:10]=[C:9]([CH2:13][CH:14]([NH:28][C:29](=[O:43])[CH2:30][N:31]2[CH2:36][CH2:35][N:34]([C:37]3[CH:42]=[CH:41][CH:40]=[CH:39][N:38]=3)[CH2:33][CH2:32]2)[B:15]2[O:23]C3C(C)(C4CC(C3)C4(C)C)[O:16]2)[C:8]=1OC)(C)(C)C.B(Cl)(Cl)Cl. Given the product [OH:23][B:15]1[CH:14]([NH:28][C:29](=[O:43])[CH2:30][N:31]2[CH2:32][CH2:33][N:34]([C:37]3[CH:42]=[CH:41][CH:40]=[CH:39][N:38]=3)[CH2:35][CH2:36]2)[CH2:13][C:9]2[CH:10]=[CH:11][CH:12]=[C:7]([C:6]([OH:5])=[O:46])[C:8]=2[O:16]1, predict the reactants needed to synthesize it. (2) Given the product [CH3:25][S:22]([O:21][C:18]1[CH:19]=[CH:20][C:15]([CH2:14][CH2:13][CH2:12][CH2:11][CH:8]2[CH2:9][O:10][C:5]([CH3:26])([C:3]([OH:4])=[O:2])[O:6][CH2:7]2)=[CH:16][CH:17]=1)(=[O:23])=[O:24], predict the reactants needed to synthesize it. The reactants are: C[O:2][C:3]([C:5]1([CH3:26])[O:10][CH2:9][CH:8]([CH2:11][CH2:12][CH2:13][CH2:14][C:15]2[CH:20]=[CH:19][C:18]([O:21][S:22]([CH3:25])(=[O:24])=[O:23])=[CH:17][CH:16]=2)[CH2:7][O:6]1)=[O:4].[OH-].[Li+].Cl.